This data is from Peptide-MHC class II binding affinity with 134,281 pairs from IEDB. The task is: Regression. Given a peptide amino acid sequence and an MHC pseudo amino acid sequence, predict their binding affinity value. This is MHC class II binding data. (1) The peptide sequence is NRASLMQLISTNVFG. The MHC is DRB1_0405 with pseudo-sequence DRB1_0405. The binding affinity (normalized) is 0.754. (2) The peptide sequence is AAFTSSSKAATAKAP. The MHC is HLA-DPA10201-DPB10101 with pseudo-sequence HLA-DPA10201-DPB10101. The binding affinity (normalized) is 0.189. (3) The peptide sequence is SSYAATEVANAAAGQ. The MHC is HLA-DPA10103-DPB10301 with pseudo-sequence HLA-DPA10103-DPB10301. The binding affinity (normalized) is 0.413. (4) The peptide sequence is AASLLDEDMDALEEA. The MHC is DRB5_0101 with pseudo-sequence DRB5_0101. The binding affinity (normalized) is 0.0488. (5) The peptide sequence is FDNIYSVNIERGLGL. The MHC is HLA-DPA10103-DPB10401 with pseudo-sequence HLA-DPA10103-DPB10401. The binding affinity (normalized) is 0.205.